From a dataset of Peptide-MHC class I binding affinity with 185,985 pairs from IEDB/IMGT. Regression. Given a peptide amino acid sequence and an MHC pseudo amino acid sequence, predict their binding affinity value. This is MHC class I binding data. (1) The MHC is HLA-B08:02 with pseudo-sequence HLA-B08:02. The peptide sequence is TTIFFRADK. The binding affinity (normalized) is 0.0847. (2) The peptide sequence is ASPSVKTSL. The MHC is Mamu-A01 with pseudo-sequence Mamu-A01. The binding affinity (normalized) is 0.739. (3) The peptide sequence is FQPQNGAFI. The MHC is H-2-Kb with pseudo-sequence H-2-Kb. The binding affinity (normalized) is 0.0258. (4) The peptide sequence is YLRLYIILA. The MHC is HLA-A02:01 with pseudo-sequence HLA-A02:01. The binding affinity (normalized) is 0.740. (5) The peptide sequence is TKDETREQL. The binding affinity (normalized) is 0.0847. The MHC is HLA-B08:01 with pseudo-sequence HLA-B08:01. (6) The peptide sequence is ETKLGKAGY. The MHC is HLA-B40:01 with pseudo-sequence HLA-B40:01. The binding affinity (normalized) is 0. (7) The peptide sequence is STYQLLQEL. The MHC is H-2-Kb with pseudo-sequence H-2-Kb. The binding affinity (normalized) is 0.786. (8) The peptide sequence is SEIDLILGY. The MHC is HLA-C06:02 with pseudo-sequence HLA-C06:02. The binding affinity (normalized) is 0.118. (9) The peptide sequence is LTLKHLNPCD. The MHC is Mamu-A01 with pseudo-sequence Mamu-A01. The binding affinity (normalized) is 0.377. (10) The peptide sequence is KINEMVDEL. The MHC is HLA-A02:06 with pseudo-sequence HLA-A02:06. The binding affinity (normalized) is 0.468.